This data is from NCI-60 drug combinations with 297,098 pairs across 59 cell lines. The task is: Regression. Given two drug SMILES strings and cell line genomic features, predict the synergy score measuring deviation from expected non-interaction effect. Drug 1: CN(C)N=NC1=C(NC=N1)C(=O)N. Drug 2: C1CN1P(=S)(N2CC2)N3CC3. Cell line: U251. Synergy scores: CSS=24.6, Synergy_ZIP=-9.28, Synergy_Bliss=-3.09, Synergy_Loewe=-7.80, Synergy_HSA=-1.19.